From a dataset of Full USPTO retrosynthesis dataset with 1.9M reactions from patents (1976-2016). Predict the reactants needed to synthesize the given product. Given the product [Cl:1][C:2]1[CH:10]=[C:9]2[C:5]([C:6]([C:11]([OH:13])=[O:12])=[CH:7][NH:8]2)=[CH:4][C:3]=1[C:15]1[CH:20]=[CH:19][C:18]([O:21][CH3:22])=[CH:17][C:16]=1[F:23], predict the reactants needed to synthesize it. The reactants are: [Cl:1][C:2]1[CH:10]=[C:9]2[C:5]([C:6]([C:11]([O:13]C)=[O:12])=[CH:7][NH:8]2)=[CH:4][C:3]=1[C:15]1[CH:20]=[CH:19][C:18]([O:21][CH3:22])=[CH:17][C:16]=1[F:23].[OH-].[Na+].Cl.C(Cl)Cl.